From a dataset of NCI-60 drug combinations with 297,098 pairs across 59 cell lines. Regression. Given two drug SMILES strings and cell line genomic features, predict the synergy score measuring deviation from expected non-interaction effect. Drug 1: C1C(C(OC1N2C=NC3=C(N=C(N=C32)Cl)N)CO)O. Drug 2: C1=NC2=C(N=C(N=C2N1C3C(C(C(O3)CO)O)O)F)N. Cell line: NCI/ADR-RES. Synergy scores: CSS=58.4, Synergy_ZIP=-1.28, Synergy_Bliss=-0.957, Synergy_Loewe=-4.20, Synergy_HSA=3.67.